This data is from Reaction yield outcomes from USPTO patents with 853,638 reactions. The task is: Predict the reaction yield, written as a fraction of the theoretical maximum amount of product (1.0 means a 100% yield; for example, 0.34 means a 34% yield). The reactants are [NH2:1][C:2]1[CH:7]=[CH:6][CH:5]=[CH:4][CH:3]=1.[Li].[CH2:9](I)[CH3:10].[NH4+].[Cl-]. The catalyst is CN1C(=O)N(C)CCC1.C1COCC1.COC(C)(C)C. The product is [CH2:9]([NH:1][C:2]1[CH:7]=[CH:6][CH:5]=[CH:4][CH:3]=1)[CH3:10]. The yield is 0.870.